This data is from Forward reaction prediction with 1.9M reactions from USPTO patents (1976-2016). The task is: Predict the product of the given reaction. (1) Given the reactants [BH4-].[Na+].[CH2:3]([O:5][C:6](=[O:36])[C:7]([NH:32][C:33](=[O:35])[CH3:34])([CH:13]1[CH2:22][CH2:21][C:20]2[C:15](=[CH:16][CH:17]=[C:18]([CH2:23][CH2:24][CH2:25][CH2:26][CH2:27][CH2:28][CH2:29][CH3:30])[CH:19]=2)[C:14]1=[O:31])[C:8]([O:10][CH2:11][CH3:12])=[O:9])[CH3:4], predict the reaction product. The product is: [CH2:3]([O:5][C:6](=[O:36])[C:7]([NH:32][C:33](=[O:35])[CH3:34])([CH:13]1[CH2:22][CH2:21][C:20]2[C:15](=[CH:16][CH:17]=[C:18]([CH2:23][CH2:24][CH2:25][CH2:26][CH2:27][CH2:28][CH2:29][CH3:30])[CH:19]=2)[CH:14]1[OH:31])[C:8]([O:10][CH2:11][CH3:12])=[O:9])[CH3:4]. (2) Given the reactants [OH:1][C:2]([CH3:22])([CH3:21])[C@H:3]([NH:10][S:11]([C:14]1[CH:19]=[CH:18][C:17]([CH3:20])=[CH:16][CH:15]=1)(=[O:13])=[O:12])[C:4]1[CH:9]=[CH:8][CH:7]=[CH:6][CH:5]=1.[O:23]=[S:24](Cl)Cl.N1C=CC=CC=1, predict the reaction product. The product is: [CH3:21][C:2]1([CH3:22])[O:1][S@:24](=[O:23])[N:10]([S:11]([C:14]2[CH:15]=[CH:16][C:17]([CH3:20])=[CH:18][CH:19]=2)(=[O:13])=[O:12])[C@@H:3]1[C:4]1[CH:5]=[CH:6][CH:7]=[CH:8][CH:9]=1. (3) Given the reactants [C:1]([C:5]1[N:10]=[CH:9][C:8]([C:11]2[N:12]([C:32]([N:34]3[CH2:39][CH2:38][CH:37]([CH2:40][C:41]([OH:43])=O)[CH2:36][CH2:35]3)=[O:33])[C@@:13]([C:25]3[CH:30]=[CH:29][C:28]([Cl:31])=[CH:27][CH:26]=3)([CH3:24])[C@@:14]([C:17]3[CH:22]=[CH:21][C:20]([Cl:23])=[CH:19][CH:18]=3)([CH3:16])[N:15]=2)=[C:7]([O:44][CH2:45][CH3:46])[CH:6]=1)([CH3:4])([CH3:3])[CH3:2].[CH2:47]([NH2:51])[CH2:48][CH2:49][CH3:50], predict the reaction product. The product is: [CH2:47]([NH:51][C:41](=[O:43])[CH2:40][CH:37]1[CH2:38][CH2:39][N:34]([C:32]([N:12]2[C@@:13]([C:25]3[CH:26]=[CH:27][C:28]([Cl:31])=[CH:29][CH:30]=3)([CH3:24])[C@@:14]([C:17]3[CH:22]=[CH:21][C:20]([Cl:23])=[CH:19][CH:18]=3)([CH3:16])[N:15]=[C:11]2[C:8]2[CH:9]=[N:10][C:5]([C:1]([CH3:3])([CH3:4])[CH3:2])=[CH:6][C:7]=2[O:44][CH2:45][CH3:46])=[O:33])[CH2:35][CH2:36]1)[CH2:48][CH2:49][CH3:50]. (4) Given the reactants CO[C:3](=[O:12])[C:4]1[CH:9]=[CH:8][C:7]([Br:10])=[C:6]([CH3:11])[CH:5]=1.Cl.[CH3:14][NH:15][O:16][CH3:17].C([Mg]Cl)(C)C, predict the reaction product. The product is: [Br:10][C:7]1[CH:8]=[CH:9][C:4]([C:3]([N:15]([O:16][CH3:17])[CH3:14])=[O:12])=[CH:5][C:6]=1[CH3:11]. (5) Given the reactants Cl[C:2]1[C:3]([N:8]2[CH2:11][CH:10]([C:12]3[CH:21]=[CH:20][C:19]4[C:14](=[CH:15][CH:16]=[CH:17][CH:18]=4)[N:13]=3)[CH2:9]2)=[N:4][CH:5]=[CH:6][N:7]=1.[CH3:22][C:23]1[CH:24]=[C:25](B(O)O)[CH:26]=[CH:27][CH:28]=1.[O-]P([O-])([O-])=O.[K+].[K+].[K+], predict the reaction product. The product is: [C:23]1([CH3:22])[CH:24]=[CH:25][CH:26]=[C:27]([C:2]2[C:3]([N:8]3[CH2:11][CH:10]([C:12]4[CH:21]=[CH:20][C:19]5[C:14](=[CH:15][CH:16]=[CH:17][CH:18]=5)[N:13]=4)[CH2:9]3)=[N:4][CH:5]=[CH:6][N:7]=2)[CH:28]=1. (6) Given the reactants Cl[C:2]1[N:3]=[N:4][CH:5]=[C:6](Cl)[C:7]=1[Cl:8].[CH3:10][O:11][C:12]1[CH:17]=[C:16]([O:18][CH3:19])[N:15]=[C:14]([CH:20]2[CH2:25][CH2:24][NH:23][CH2:22][CH2:21]2)[N:13]=1.C(=O)([O-])[O-].[K+].[K+].[NH2:32][NH2:33], predict the reaction product. The product is: [Cl:8][C:7]1[C:6]([N:23]2[CH2:24][CH2:25][CH:20]([C:14]3[N:13]=[C:12]([O:11][CH3:10])[CH:17]=[C:16]([O:18][CH3:19])[N:15]=3)[CH2:21][CH2:22]2)=[CH:5][N:4]=[N:3][C:2]=1[NH:32][NH2:33]. (7) Given the reactants [F:1][C:2]([F:24])([F:23])[C:3]1[CH:4]=[C:5]([C:13]2[N:17]=[CH:16][N:15](/[CH:18]=[CH:19]\[C:20]([OH:22])=O)[N:14]=2)[CH:6]=[C:7]([C:9]([F:12])([F:11])[F:10])[CH:8]=1.CCN=C=NCCCN(C)C.Cl.Cl.[F:38][C:39]1([F:45])[CH2:44][CH2:43][NH:42][CH2:41][CH2:40]1.CCN(C(C)C)C(C)C.C1C=CC2N(O)N=NC=2C=1, predict the reaction product. The product is: [F:11][C:9]([F:10])([F:12])[C:7]1[CH:6]=[C:5]([C:13]2[N:17]=[CH:16][N:15](/[CH:18]=[CH:19]\[C:20]([N:42]3[CH2:43][CH2:44][C:39]([F:45])([F:38])[CH2:40][CH2:41]3)=[O:22])[N:14]=2)[CH:4]=[C:3]([C:2]([F:1])([F:23])[F:24])[CH:8]=1.